Dataset: Reaction yield outcomes from USPTO patents with 853,638 reactions. Task: Predict the reaction yield, written as a fraction of the theoretical maximum amount of product (1.0 means a 100% yield; for example, 0.34 means a 34% yield). (1) The reactants are Cl.Cl.[NH:3]1[CH2:6][CH:5]([C:7]2[C:8]([O:28][CH2:29][CH3:30])=[C:9]([CH:15]([N:17]3[C:21]4=[N:22][CH:23]=[N:24][C:25]([NH2:26])=[C:20]4[C:19]([CH3:27])=[N:18]3)[CH3:16])[CH:10]=[C:11]([Cl:14])[C:12]=2[F:13])[CH2:4]1.C(N(CC)CC)C.FC(F)(F)S(O[CH2:44][C:45]([F:48])([F:47])[F:46])(=O)=O. The catalyst is ClCCl. The product is [Cl:14][C:11]1[C:12]([F:13])=[C:7]([CH:5]2[CH2:4][N:3]([CH2:44][C:45]([F:48])([F:47])[F:46])[CH2:6]2)[C:8]([O:28][CH2:29][CH3:30])=[C:9]([CH:15]([N:17]2[C:21]3=[N:22][CH:23]=[N:24][C:25]([NH2:26])=[C:20]3[C:19]([CH3:27])=[N:18]2)[CH3:16])[CH:10]=1. The yield is 0.190. (2) The reactants are [NH2:1][C:2]1[C:7]([O:8][CH2:9][CH:10]2[CH2:15][CH2:14][N:13]([C:16]3[N:21]=[C:20]([O:22][CH2:23][C@H:24]4[CH2:26][C@H:25]4[C:27]#[N:28])[N:19]=[C:18]([C:29]([O:31]C)=O)[N:17]=3)[CH2:12][CH2:11]2)=[CH:6][C:5]([C:33]2[N:34]=[CH:35][N:36]([CH3:38])[CH:37]=2)=[CH:4][N:3]=1.Cl.[CH2:40]([NH2:42])[CH3:41].C(Cl)Cl.CO. The catalyst is CN(C=O)C. The product is [NH2:1][C:2]1[C:7]([O:8][CH2:9][CH:10]2[CH2:11][CH2:12][N:13]([C:16]3[N:21]=[C:20]([O:22][CH2:23][C@H:24]4[CH2:26][C@H:25]4[C:27]#[N:28])[N:19]=[C:18]([C:29]([NH:42][CH2:40][CH3:41])=[O:31])[N:17]=3)[CH2:14][CH2:15]2)=[CH:6][C:5]([C:33]2[N:34]=[CH:35][N:36]([CH3:38])[CH:37]=2)=[CH:4][N:3]=1. The yield is 0.150.